From a dataset of Full USPTO retrosynthesis dataset with 1.9M reactions from patents (1976-2016). Predict the reactants needed to synthesize the given product. (1) Given the product [CH2:21]([N:4]([CH2:3][C:2]([CH3:1])([C:13]1[CH:14]=[CH:15][CH:16]=[CH:17][CH:18]=1)[CH3:12])[C:5](=[O:11])[O:6][C:7]([CH3:8])([CH3:9])[CH3:10])[CH:20]=[CH2:19], predict the reactants needed to synthesize it. The reactants are: [CH3:1][C:2]([C:13]1[CH:18]=[CH:17][CH:16]=[CH:15][CH:14]=1)([CH3:12])[CH2:3][NH:4][C:5](=[O:11])[O:6][C:7]([CH3:10])([CH3:9])[CH3:8].[CH2:19](Br)[CH:20]=[CH2:21]. (2) Given the product [N:14]1([C:11]2[CH:12]=[CH:13][C:8]3[N:7]=[C:22]([C:23]4[CH:28]=[CH:27][CH:26]=[C:25]([N:29]5[CH:33]=[CH:32][N:31]=[N:30]5)[CH:24]=4)[CH2:21][C:20](=[O:35])[NH:19][C:9]=3[CH:10]=2)[CH:18]=[CH:17][CH:16]=[CH:15]1, predict the reactants needed to synthesize it. The reactants are: C(OC(=O)[NH:7][C:8]1[CH:13]=[CH:12][C:11]([N:14]2[CH:18]=[CH:17][CH:16]=[CH:15]2)=[CH:10][C:9]=1[NH:19][C:20](=[O:35])[CH2:21][C:22](=O)[C:23]1[CH:28]=[CH:27][CH:26]=[C:25]([N:29]2[CH:33]=[CH:32][N:31]=[N:30]2)[CH:24]=1)(C)(C)C.C(O)(C(F)(F)F)=O. (3) The reactants are: Br[C:2]1[CH:3]=[C:4]([O:16][CH3:17])[C:5]([O:14][CH3:15])=[C:6]([CH:8]2[O:13][CH2:12][CH2:11][CH2:10][O:9]2)[CH:7]=1.[Li]C(C)(C)C.[C:23]1([CH3:31])[CH:28]=[CH:27][C:26]([CH:29]=[O:30])=[CH:25][CH:24]=1.O. Given the product [O:9]1[CH2:10][CH2:11][CH2:12][O:13][CH:8]1[C:6]1[CH:7]=[C:2]([CH:29]([C:26]2[CH:27]=[CH:28][C:23]([CH3:31])=[CH:24][CH:25]=2)[OH:30])[CH:3]=[C:4]([O:16][CH3:17])[C:5]=1[O:14][CH3:15], predict the reactants needed to synthesize it. (4) Given the product [Cl:29][C:27]1[CH:26]=[N:25][C:8]2[N:9]=[C:10]([N:11]3[CH2:16][C@@H:15]4[CH2:17][C@H:12]3[CH2:13][N:14]4[C:18]([O:20][C:21]([CH3:22])([CH3:24])[CH3:23])=[O:1])[C:5]3[N:6]([CH:30]=[N:2][N:3]=3)[C:7]=2[CH:28]=1, predict the reactants needed to synthesize it. The reactants are: [OH2:1].[NH2:2][NH2:3].Cl[C:5]1[N:6]=[C:7]2[CH:28]=[C:27]([Cl:29])[CH:26]=[N:25][C:8]2=[N:9][C:10]=1[N:11]1[CH2:16][C@@H:15]2[CH2:17][C@H:12]1[CH2:13][N:14]2[C:18]([O:20][C:21]([CH3:24])([CH3:23])[CH3:22])=O.[CH3:30]CO. (5) Given the product [Cl:1][C:2]1[CH:7]=[CH:6][CH:5]=[CH:4][C:3]=1[C:8]1[S:12][C:11]([CH3:13])=[N:10][C:9]=1[C:14]([N:17]1[CH2:22][CH2:21][CH2:20][C@@H:19]([NH:23][C:24]([C:26]2[N:33]3[C:29]([S:30][CH:31]=[CH:32]3)=[N:28][C:27]=2[CH3:34])=[O:25])[CH2:18]1)=[O:16], predict the reactants needed to synthesize it. The reactants are: [Cl:1][C:2]1[CH:7]=[CH:6][CH:5]=[CH:4][C:3]=1[C:8]1[S:12][C:11]([CH3:13])=[N:10][C:9]=1[C:14]([OH:16])=O.[NH:17]1[CH2:22][CH2:21][CH2:20][C@@H:19]([NH:23][C:24]([C:26]2[N:33]3[C:29]([S:30][CH:31]=[CH:32]3)=[N:28][C:27]=2[CH3:34])=[O:25])[CH2:18]1. (6) The reactants are: C(O)(C(F)(F)F)=O.[F:8][C:9]1[N:10]=[CH:11][C:12]2[C:17]([CH:18]=1)=[CH:16][C:15]([C:19]1[S:23][C:22]([CH2:24][CH2:25][C@@H:26]([NH:38]C(=O)OC(C)(C)C)[CH2:27][C:28]3[CH:33]=[CH:32][C:31]([C:34]([F:37])([F:36])[F:35])=[CH:30][CH:29]=3)=[N:21][CH:20]=1)=[CH:14][CH:13]=2. Given the product [F:8][C:9]1[N:10]=[CH:11][C:12]2[C:17]([CH:18]=1)=[CH:16][C:15]([C:19]1[S:23][C:22]([CH2:24][CH2:25][C@@H:26]([NH2:38])[CH2:27][C:28]3[CH:33]=[CH:32][C:31]([C:34]([F:36])([F:37])[F:35])=[CH:30][CH:29]=3)=[N:21][CH:20]=1)=[CH:14][CH:13]=2, predict the reactants needed to synthesize it. (7) Given the product [OH:12][C:13]1[CH:31]=[C:11]([CH:16]=[CH:15][CH:14]=1)[O:10][C:9]1[CH:8]=[CH:7][C:4]([C:5]#[N:6])=[CH:3][C:2]=1[O:26][CH:25]1[CH2:20][CH2:19][CH2:17][CH2:24][O:28]1, predict the reactants needed to synthesize it. The reactants are: F[C:2]1[CH:3]=[C:4]([CH:7]=[CH:8][C:9]=1[O:10][CH:11]1[CH2:16][CH2:15][CH2:14][CH2:13][O:12]1)[C:5]#[N:6].[C:17]1([CH:24]=CC=[C:20](O)[CH:19]=1)O.[C:25]([O-:28])([O-])=[O:26].[K+].[K+].[CH3:31]S(C)=O. (8) Given the product [F:1][C:2]1[CH:7]=[CH:6][C:5]([C:8]2[S:12][CH:11]([C:13]3[CH:18]=[CH:17][CH:16]=[CH:15][C:14]=3[O:19][CH2:38][C:39]3[CH:40]=[C:41]([CH:45]=[CH:46][CH:47]=3)[C:42]([NH2:44])=[O:43])[N:10]([C:20](=[O:21])[C:22]3[C:27]([F:28])=[CH:26][C:25]([F:29])=[CH:24][C:23]=3[F:30])[N:9]=2)=[CH:4][CH:3]=1, predict the reactants needed to synthesize it. The reactants are: [F:1][C:2]1[CH:7]=[CH:6][C:5]([C:8]2[S:12][CH:11]([C:13]3[CH:18]=[CH:17][CH:16]=[CH:15][C:14]=3[OH:19])[N:10]([C:20]([C:22]3[C:27]([F:28])=[CH:26][C:25]([F:29])=[CH:24][C:23]=3[F:30])=[O:21])[N:9]=2)=[CH:4][CH:3]=1.C([O-])([O-])=O.[K+].[K+].Br[CH2:38][C:39]1[CH:40]=[C:41]([CH:45]=[CH:46][CH:47]=1)[C:42]([NH2:44])=[O:43]. (9) Given the product [CH:16]([C:19]1[CH:27]=[CH:26][C:22]([C:23]2[O:24][C:5]([C:6]3[CH:7]=[C:8]([CH:13]=[CH:14][CH:15]=3)[C:9]([O:11][CH3:12])=[O:10])=[N:4][N:3]=2)=[CH:21][CH:20]=1)([CH3:18])[CH3:17], predict the reactants needed to synthesize it. The reactants are: N1[C:5]([C:6]2[CH:7]=[C:8]([CH:13]=[CH:14][CH:15]=2)[C:9]([O:11][CH3:12])=[O:10])=[N:4][N:3]=N1.[CH:16]([C:19]1[CH:27]=[CH:26][C:22]([C:23](O)=[O:24])=[CH:21][CH:20]=1)([CH3:18])[CH3:17].C1(N=C=NC2CCCCC2)CCCCC1.